From a dataset of Catalyst prediction with 721,799 reactions and 888 catalyst types from USPTO. Predict which catalyst facilitates the given reaction. (1) Reactant: Cl.[F:2][C:3]1[CH:8]=[C:7]([F:9])[CH:6]=[CH:5][C:4]=1[C:10](=[O:22])[CH2:11][C:12](SC1C=CC(Cl)=CC=1)=[NH:13].[F:23][C:24]1[CH:30]=[CH:29][CH:28]=[C:27]([F:31])[C:25]=1[NH2:26]. Product: [F:23][C:24]1[CH:30]=[CH:29][CH:28]=[C:27]([F:31])[C:25]=1[NH:26][C:12](=[NH:13])[CH2:11][C:10]([C:4]1[CH:5]=[CH:6][C:7]([F:9])=[CH:8][C:3]=1[F:2])=[O:22]. The catalyst class is: 15. (2) Reactant: [S:1]([C:4]1[S:8][C:7]([NH2:9])=[N:6][CH:5]=1)[C:2]#N.[BH4-].[Na+].Br[CH2:13][C:14]([CH3:19])(C)[C:15]([OH:17])=[O:16].[CH:20](N(C(C)C)CC)(C)[CH3:21]. Product: [CH2:20]([O:17][C:15](=[O:16])[C:14]([CH3:19])([CH3:13])[CH2:2][S:1][C:4]1[S:8][C:7]([NH2:9])=[N:6][CH:5]=1)[CH3:21]. The catalyst class is: 24. (3) Reactant: [N:1]1[CH:6]=[CH:5][CH:4]=[N:3][C:2]=1[C@H:7]([NH:10][S@](C(C)(C)C)=O)[CH2:8][CH3:9].[ClH:17].O. Product: [ClH:17].[N:1]1[CH:6]=[CH:5][CH:4]=[N:3][C:2]=1[C@H:7]([NH2:10])[CH2:8][CH3:9]. The catalyst class is: 71. (4) Reactant: [C:1]([Cl:4])(=O)C.[NH2:5][C@H:6]([C:14]([OH:16])=[O:15])[CH2:7][C:8]1[CH:13]=[CH:12][CH:11]=[CH:10][CH:9]=1. Product: [ClH:4].[CH3:1][O:15][C:14](=[O:16])[C@H:6]([CH2:7][C:8]1[CH:13]=[CH:12][CH:11]=[CH:10][CH:9]=1)[NH2:5]. The catalyst class is: 5. (5) Reactant: [O:1]=[C:2]1[CH2:7][CH2:6][CH2:5][CH2:4][C:3]1([CH2:14]CC#N)[C:8]1[CH:13]=[CH:12][CH:11]=[CH:10][CH:9]=1.O.[C:19]([OH:22])(=[O:21])[CH3:20]. Product: [O:1]=[C:2]1[CH2:7][CH2:6][CH2:5][CH2:4][C:3]1([CH2:14][CH2:20][C:19]([OH:22])=[O:21])[C:8]1[CH:13]=[CH:12][CH:11]=[CH:10][CH:9]=1. The catalyst class is: 33. (6) Reactant: Cl.[CH3:2][O:3][C:4](=[O:30])[C@@H:5]([NH:8][C:9]([C:11]1[C:12]([CH3:29])=[N:13][C:14]([NH:18][CH2:19][CH2:20][CH2:21][C:22]2[CH:27]=[CH:26][CH:25]=[C:24]([OH:28])[CH:23]=2)=[N:15][C:16]=1[CH3:17])=[O:10])[CH2:6][NH2:7].[CH3:31][C:32]1[CH:36]=[CH:35][S:34][C:33]=1[C:37](O)=[O:38].C(N(CC)CC)C.CN(C(ON1N=NC2C=CC=CC1=2)=[N+](C)C)C.F[P-](F)(F)(F)(F)F.C1C=CC2N(O)N=NC=2C=1. Product: [CH3:2][O:3][C:4](=[O:30])[C@@H:5]([NH:8][C:9]([C:11]1[C:12]([CH3:29])=[N:13][C:14]([NH:18][CH2:19][CH2:20][CH2:21][C:22]2[CH:27]=[CH:26][CH:25]=[C:24]([OH:28])[CH:23]=2)=[N:15][C:16]=1[CH3:17])=[O:10])[CH2:6][NH:7][C:37]([C:33]1[S:34][CH:35]=[CH:36][C:32]=1[CH3:31])=[O:38]. The catalyst class is: 163.